This data is from Full USPTO retrosynthesis dataset with 1.9M reactions from patents (1976-2016). The task is: Predict the reactants needed to synthesize the given product. (1) The reactants are: [O-]P([O-])([O-])=O.[K+].[K+].[K+].CC(C1C=C(C(C)C)C(C2C=CC=CC=2P(C2CCCCC2)C2CCCCC2)=C(C(C)C)C=1)C.[CH3:43][CH:44]1[CH2:49][CH2:48][CH2:47][CH2:46][N:45]1[C:50]1[CH:55]=[N:54][CH:53]=[C:52](B2OC(C)(C)C(C)(C)O2)[N:51]=1.I[C:66]1[C:74]2[C:69](=[CH:70][CH:71]=[C:72]([C:75]3[O:79][C:78]([NH:80][CH2:81][C:82]4[CH:87]=[CH:86][C:85]([O:88][CH3:89])=[CH:84][CH:83]=4)=[N:77][N:76]=3)[CH:73]=2)[N:68]([S:90]([C:93]2[CH:99]=[CH:98][C:96]([CH3:97])=[CH:95][CH:94]=2)(=[O:92])=[O:91])[CH:67]=1. Given the product [CH3:89][O:88][C:85]1[CH:86]=[CH:87][C:82]([CH2:81][NH:80][C:78]2[O:79][C:75]([C:72]3[CH:73]=[C:74]4[C:69](=[CH:70][CH:71]=3)[N:68]([S:90]([C:93]3[CH:94]=[CH:95][C:96]([CH3:97])=[CH:98][CH:99]=3)(=[O:91])=[O:92])[CH:67]=[C:66]4[C:52]3[CH:53]=[N:54][CH:55]=[C:50]([N:45]4[CH2:46][CH2:47][CH2:48][CH2:49][CH:44]4[CH3:43])[N:51]=3)=[N:76][N:77]=2)=[CH:83][CH:84]=1, predict the reactants needed to synthesize it. (2) Given the product [Cl:12][CH2:13][CH2:14][CH2:15][CH2:16][CH2:17][N:1]1[C:5]2[CH:6]=[CH:7][CH:8]=[CH:9][C:4]=2[N:3]=[N:2]1, predict the reactants needed to synthesize it. The reactants are: [NH:1]1[C:5]2[CH:6]=[CH:7][CH:8]=[CH:9][C:4]=2[N:3]=[N:2]1.[OH-].[Na+].[Cl:12][CH2:13][CH2:14][CH2:15][CH2:16][CH2:17]Br.